Task: Regression. Given a peptide amino acid sequence and an MHC pseudo amino acid sequence, predict their binding affinity value. This is MHC class II binding data.. Dataset: Peptide-MHC class II binding affinity with 134,281 pairs from IEDB (1) The peptide sequence is EGGAHLVQDDVIPAN. The MHC is DRB5_0101 with pseudo-sequence DRB5_0101. The binding affinity (normalized) is 0.294. (2) The peptide sequence is FRNQWLLESDHLISE. The MHC is DRB4_0101 with pseudo-sequence DRB4_0103. The binding affinity (normalized) is 0.243. (3) The MHC is HLA-DQA10501-DQB10301 with pseudo-sequence HLA-DQA10501-DQB10301. The binding affinity (normalized) is 0.385. The peptide sequence is QLVPKLDEVYNAAYN. (4) The peptide sequence is DGKTPRAVNACGIN. The MHC is H-2-IEd with pseudo-sequence H-2-IEd. The binding affinity (normalized) is 0. (5) The peptide sequence is TYVLSIVPSGPLKAEIAQRL. The MHC is DRB1_0401 with pseudo-sequence DRB1_0401. The binding affinity (normalized) is 0.263. (6) The MHC is HLA-DPA10301-DPB10402 with pseudo-sequence HLA-DPA10301-DPB10402. The peptide sequence is FDPYGKTISATPESA. The binding affinity (normalized) is 0.114. (7) The peptide sequence is RQAGVQYSRA. The MHC is DRB1_0301 with pseudo-sequence DRB1_0301. The binding affinity (normalized) is 0. (8) The peptide sequence is DLGRNEVVNDVSTFS. The MHC is DRB1_1101 with pseudo-sequence DRB1_1101. The binding affinity (normalized) is 0.0689. (9) The peptide sequence is GYRLKDCVMYASALV. The MHC is DRB1_0101 with pseudo-sequence DRB1_0101. The binding affinity (normalized) is 0.816. (10) The peptide sequence is EKKYFATTQFEPLAA. The MHC is HLA-DQA10401-DQB10402 with pseudo-sequence HLA-DQA10401-DQB10402. The binding affinity (normalized) is 0.524.